This data is from Forward reaction prediction with 1.9M reactions from USPTO patents (1976-2016). The task is: Predict the product of the given reaction. (1) Given the reactants [CH:1]1[C:10]2[C:5](=[CH:6][CH:7]=[CH:8][CH:9]=2)[CH:4]=[CH:3][C:2]=1[C:11]1[CH2:17][CH:16]2[NH:18][CH:13]([CH2:14][CH2:15]2)[CH:12]=1.Br[CH2:20][CH2:21][OH:22].C([O-])([O-])=O.[K+].[K+].CN(C=O)C, predict the reaction product. The product is: [CH:1]1[C:10]2[C:5](=[CH:6][CH:7]=[CH:8][CH:9]=2)[CH:4]=[CH:3][C:2]=1[C:11]1[CH2:12][CH:13]2[N:18]([CH2:20][CH2:21][OH:22])[CH:16]([CH2:15][CH2:14]2)[CH:17]=1. (2) Given the reactants [CH3:1][C:2]1[CH:3]=[C:4]([C:14]2[CH:19]=[CH:18][C:17]([O:20][C:21]3[CH:26]=[CH:25][CH:24]=[CH:23][CH:22]=3)=[CH:16][CH:15]=2)[C:5]2[N:10]([CH:11]=1)[CH2:9][CH2:8][S:7](=[O:13])(=[O:12])[N:6]=2, predict the reaction product. The product is: [CH3:1][CH:2]1[CH2:11][N:10]2[C:5](=[N:6][S:7](=[O:13])(=[O:12])[CH2:8][CH2:9]2)[CH:4]([C:14]2[CH:19]=[CH:18][C:17]([O:20][C:21]3[CH:26]=[CH:25][CH:24]=[CH:23][CH:22]=3)=[CH:16][CH:15]=2)[CH2:3]1. (3) The product is: [Cl:1][C:2]1[CH:3]=[C:4]([C@@H:8]2[C@@H:13]([C:14]3[CH:19]=[CH:18][C:17]([Cl:20])=[CH:16][CH:15]=3)[N:12]([C@@H:21]([CH2:24][CH3:25])[CH2:22][N:37]3[CH2:38][C:35]([OH:39])([C:34]([F:41])([F:40])[F:33])[CH2:36]3)[C:11](=[O:26])[C@:10]([CH2:28][C:29]([OH:31])=[O:30])([CH3:27])[CH2:9]2)[CH:5]=[CH:6][CH:7]=1. Given the reactants [Cl:1][C:2]1[CH:3]=[C:4]([C@@H:8]2[C@@H:13]([C:14]3[CH:19]=[CH:18][C:17]([Cl:20])=[CH:16][CH:15]=3)[N:12]([C@@H:21]([CH2:24][CH3:25])[CH:22]=O)[C:11](=[O:26])[C@:10]([CH2:28][C:29]([OH:31])=[O:30])([CH3:27])[CH2:9]2)[CH:5]=[CH:6][CH:7]=1.Cl.[F:33][C:34]([F:41])([F:40])[C:35]1([OH:39])[CH2:38][NH:37][CH2:36]1.C(O[BH-](OC(=O)C)OC(=O)C)(=O)C.[Na+], predict the reaction product. (4) Given the reactants C(OC(=O)[NH:7][CH:8]1[CH2:13][CH2:12][CH2:11][N:10]([C:14]2[CH:19]=[CH:18][C:17]([NH:20][C:21]3[C:30]4[C:25](=[CH:26][CH:27]=[C:28]([C:31]5[CH:36]=[C:35]([Cl:37])[C:34]([OH:38])=[C:33]([Cl:39])[CH:32]=5)[N:29]=4)[N:24]=[CH:23][C:22]=3[C:40](=[O:42])[CH3:41])=[CH:16][N:15]=2)[CH2:9]1)(C)(C)C.C(O)(C(F)(F)F)=O, predict the reaction product. The product is: [ClH:37].[ClH:37].[ClH:37].[NH2:7][CH:8]1[CH2:13][CH2:12][CH2:11][N:10]([C:14]2[N:15]=[CH:16][C:17]([NH:20][C:21]3[C:30]4[C:25](=[CH:26][CH:27]=[C:28]([C:31]5[CH:32]=[C:33]([Cl:39])[C:34]([OH:38])=[C:35]([Cl:37])[CH:36]=5)[N:29]=4)[N:24]=[CH:23][C:22]=3[C:40](=[O:42])[CH3:41])=[CH:18][CH:19]=2)[CH2:9]1. (5) Given the reactants C([O:3][C:4](=O)[CH2:5][CH2:6][C:7]1[CH:12]=[CH:11][C:10]([F:13])=[CH:9][CH:8]=1)C.[H-].[H-].[H-].[H-].[Li+].[Al+3], predict the reaction product. The product is: [F:13][C:10]1[CH:9]=[CH:8][C:7]([CH2:6][CH2:5][CH2:4][OH:3])=[CH:12][CH:11]=1. (6) Given the reactants C([O-])([O-])=O.[K+].[K+].[CH3:7][O:8][C:9]([C:11]1[C:15]2[CH:16]=[CH:17][C:18]([OH:20])=[CH:19][C:14]=2[O:13][CH:12]=1)=[O:10].[CH2:21]([O:28][CH2:29][C:30]1[CH:35]=[C:34](Cl)[N:33]=[CH:32][N:31]=1)[C:22]1[CH:27]=[CH:26][CH:25]=[CH:24][CH:23]=1, predict the reaction product. The product is: [CH3:7][O:8][C:9]([C:11]1[C:15]2[CH:16]=[CH:17][C:18]([O:20][C:34]3[CH:35]=[C:30]([CH2:29][O:28][CH2:21][C:22]4[CH:23]=[CH:24][CH:25]=[CH:26][CH:27]=4)[N:31]=[CH:32][N:33]=3)=[CH:19][C:14]=2[O:13][CH:12]=1)=[O:10]. (7) Given the reactants [F:1][C:2]([F:39])([F:38])[C:3]1[CH:4]=[C:5]([C@H:13]([O:15][C@@H:16]2[C@@H:20]([C:21]3[CH:26]=[CH:25][C:24]([F:27])=[CH:23][CH:22]=3)[CH2:19][N:18]([C:28]3[CH2:32][CH2:31][C:30](=[O:33])[C:29]=3[CH2:34][N:35]([CH3:37])[CH3:36])[CH2:17]2)[CH3:14])[CH:6]=[C:7]([C:9]([F:12])([F:11])[F:10])[CH:8]=1.[I:40][CH3:41], predict the reaction product. The product is: [I-:40].[F:39][C:2]([F:1])([F:38])[C:3]1[CH:4]=[C:5]([C@H:13]([O:15][C@@H:16]2[C@@H:20]([C:21]3[CH:22]=[CH:23][C:24]([F:27])=[CH:25][CH:26]=3)[CH2:19][N:18]([C:28]3[CH2:32][CH2:31][C:30](=[O:33])[C:29]=3[CH2:34][N+:35]([CH3:41])([CH3:36])[CH3:37])[CH2:17]2)[CH3:14])[CH:6]=[C:7]([C:9]([F:10])([F:11])[F:12])[CH:8]=1.